From a dataset of Forward reaction prediction with 1.9M reactions from USPTO patents (1976-2016). Predict the product of the given reaction. (1) Given the reactants F[C:2]1[CH:9]=[CH:8][C:5]([C:6]#[N:7])=[C:4]([O:10][CH3:11])[CH:3]=1.[N:12]1([C:17]2[CH2:22][CH2:21][C:20]([CH3:24])([CH3:23])[CH:19]([NH2:25])[CH:18]=2)[CH:16]=[CH:15][N:14]=[CH:13]1, predict the reaction product. The product is: [N:12]1([C:17]2[CH2:22][CH2:21][C:20]([CH3:23])([CH3:24])[CH:19]([NH:25][C:2]3[CH:9]=[CH:8][C:5]([C:6]#[N:7])=[C:4]([O:10][CH3:11])[CH:3]=3)[CH:18]=2)[CH:16]=[CH:15][N:14]=[CH:13]1. (2) Given the reactants [N:1]1([CH2:7][CH2:8][C:9]2[CH:10]=[C:11]([CH:13]=[CH:14][CH:15]=2)[NH2:12])[CH2:6][CH2:5][O:4][CH2:3][CH2:2]1.Cl.Cl[C:18]1[N:23]=[C:22]([NH:24][C:25]2[CH:33]=[CH:32][CH:31]=[CH:30][C:26]=2[C:27]([NH2:29])=[O:28])[C:21]([O:34][CH3:35])=[CH:20][N:19]=1.C(O)(C)C, predict the reaction product. The product is: [CH3:35][O:34][C:21]1[C:22]([NH:24][C:25]2[CH:33]=[CH:32][CH:31]=[CH:30][C:26]=2[C:27]([NH2:29])=[O:28])=[N:23][C:18]([NH:12][C:11]2[CH:13]=[CH:14][CH:15]=[C:9]([CH2:8][CH2:7][N:1]3[CH2:6][CH2:5][O:4][CH2:3][CH2:2]3)[CH:10]=2)=[N:19][CH:20]=1. (3) Given the reactants [CH3:1][S:2]([N:5]([C:15]1[CH:20]=[CH:19][CH:18]=[CH:17][CH:16]=1)[C:6]1[CH:14]=[CH:13][CH:12]=[CH:11][C:7]=1[C:8]([OH:10])=[O:9])(=[O:4])=[O:3].[C:21](=O)([O-])[O-].[K+].[K+].IC, predict the reaction product. The product is: [CH3:21][O:9][C:8](=[O:10])[C:7]1[CH:11]=[CH:12][CH:13]=[CH:14][C:6]=1[N:5]([S:2]([CH3:1])(=[O:4])=[O:3])[C:15]1[CH:20]=[CH:19][CH:18]=[CH:17][CH:16]=1. (4) Given the reactants F[C:2]1[CH:9]=[CH:8][CH:7]=[CH:6][C:3]=1[C:4]#[N:5].[C:10]([O:14][CH3:15])(=[O:13])[CH2:11][SH:12].CC(C)([O-])C.[K+], predict the reaction product. The product is: [CH3:15][O:14][C:10]([C:11]1[S:12][C:2]2[CH:9]=[CH:8][CH:7]=[CH:6][C:3]=2[C:4]=1[NH2:5])=[O:13]. (5) Given the reactants [CH3:1][O:2][C:3]([CH:5]([CH:15]1[CH2:20][CH2:19][N:18]([C:21]([O:23][CH2:24][C:25]2[CH:30]=[CH:29][CH:28]=[CH:27][CH:26]=2)=[O:22])[CH2:17][CH2:16]1)[CH2:6][C:7]([C:9]1[CH:14]=[CH:13][CH:12]=[CH:11][CH:10]=1)=C)=[O:4].I([O-])(=O)(=O)=[O:32].[Na+].S([O-])([O-])=O.[Na+].[Na+].C(=O)(O)[O-].[Na+], predict the reaction product. The product is: [CH3:1][O:2][C:3]([CH:5]([CH:15]1[CH2:16][CH2:17][N:18]([C:21]([O:23][CH2:24][C:25]2[CH:30]=[CH:29][CH:28]=[CH:27][CH:26]=2)=[O:22])[CH2:19][CH2:20]1)[CH2:6][C:7](=[O:32])[C:9]1[CH:10]=[CH:11][CH:12]=[CH:13][CH:14]=1)=[O:4].